This data is from Catalyst prediction with 721,799 reactions and 888 catalyst types from USPTO. The task is: Predict which catalyst facilitates the given reaction. (1) Reactant: [Cl:1][C:2]1[CH:7]=[CH:6][C:5]([CH:8]([C:44]2[CH:49]=[CH:48][C:47]([Cl:50])=[CH:46][CH:45]=2)[C:9]2[CH:10]=[C:11]3[C:16](=[CH:17][CH:18]=2)[NH:15][C:14](=[O:19])[CH:13]=[C:12]3[NH:20][CH:21]2[CH2:26][CH2:25][N:24](/[C:27](/[NH:36]C(=O)OC(C)(C)C)=[N:28]\C(OC(C)(C)C)=O)[CH2:23][CH2:22]2)=[CH:4][CH:3]=1.C(O)(C(F)(F)F)=O. Product: [Cl:50][C:47]1[CH:48]=[CH:49][C:44]([CH:8]([C:5]2[CH:4]=[CH:3][C:2]([Cl:1])=[CH:7][CH:6]=2)[C:9]2[CH:10]=[C:11]3[C:16](=[CH:17][CH:18]=2)[NH:15][C:14](=[O:19])[CH:13]=[C:12]3[NH:20][CH:21]2[CH2:26][CH2:25][N:24]([C:27](=[NH:28])[NH2:36])[CH2:23][CH2:22]2)=[CH:45][CH:46]=1. The catalyst class is: 2. (2) Product: [CH2:32]([C:8]1[N:9]([C:10]2[CH:15]=[CH:14][C:13]([CH2:16][CH2:17][NH:18][C:19]([NH:21][S:22]([C:25]3[CH:26]=[CH:27][C:28]([CH3:31])=[CH:29][CH:30]=3)(=[O:24])=[O:23])=[O:20])=[CH:12][CH:11]=2)[C:5]2[CH:4]=[CH:3][C:35]([OH:36])=[CH:34][C:6]=2[N:7]=1)[CH3:33]. The catalyst class is: 201. Reactant: CO[C:3]1[CH:35]=[CH:34][C:6]2[NH:7][CH:8]([CH2:32][CH3:33])[N:9]([C:10]3[CH:15]=[CH:14][C:13]([CH2:16][CH2:17][NH:18][C:19]([NH:21][S:22]([C:25]4[CH:30]=[CH:29][C:28]([CH3:31])=[CH:27][CH:26]=4)(=[O:24])=[O:23])=[O:20])=[CH:12][CH:11]=3)[C:5]=2[CH:4]=1.[OH-:36].[Na+]. (3) Reactant: C[O:2][C:3](=O)[CH2:4][C:5]1[CH:10]=[CH:9][C:8]([N+:11]([O-:13])=[O:12])=[CH:7][C:6]=1[Cl:14].[Li+].[BH4-].[NH4+].[Cl-].C(OCC)(=O)C. Product: [Cl:14][C:6]1[CH:7]=[C:8]([N+:11]([O-:13])=[O:12])[CH:9]=[CH:10][C:5]=1[CH2:4][CH2:3][OH:2]. The catalyst class is: 20. (4) Reactant: [NH2:1][C:2]1[S:3][C:4]2[CH2:10][CH2:9][CH2:8][CH2:7][C:5]=2[N:6]=1.[Br:11][CH2:12][CH:13]1[CH2:15][CH2:14]1. Product: [BrH:11].[CH:13]1([CH2:12][N:6]2[C:5]3[CH2:7][CH2:8][CH2:9][CH2:10][C:4]=3[S:3][C:2]2=[NH:1])[CH2:15][CH2:14]1. The catalyst class is: 8. (5) Reactant: [C:1]([O:5][C:6]([N:8]1[CH2:13][CH2:12][CH:11]([C@@H:14]2[O:23][C:17]3=[CH:18][N:19]=[C:20](Cl)[CH:21]=[C:16]3[CH2:15]2)[CH2:10][CH2:9]1)=[O:7])([CH3:4])([CH3:3])[CH3:2].[CH3:24][S:25]([N:28]1[CH2:33][CH:32]=[C:31](B2OC(C)(C)C(C)(C)O2)[CH2:30][CH2:29]1)(=[O:27])=[O:26].C([O-])([O-])=O.[Na+].[Na+]. Product: [C:1]([O:5][C:6]([N:8]1[CH2:13][CH2:12][CH:11]([C@@H:14]2[O:23][C:17]3=[CH:18][N:19]=[C:20]([C:31]4[CH2:32][CH2:33][N:28]([S:25]([CH3:24])(=[O:27])=[O:26])[CH2:29][CH:30]=4)[CH:21]=[C:16]3[CH2:15]2)[CH2:10][CH2:9]1)=[O:7])([CH3:4])([CH3:3])[CH3:2]. The catalyst class is: 12. (6) Reactant: [NH2:1][C:2]1[CH:7]=[CH:6][C:5]([OH:8])=[CH:4][C:3]=1[N+:9]([O-:11])=[O:10].C(=O)([O-])[O-].[Cs+].[Cs+].[Br:18][CH2:19][CH2:20]CBr. Product: [Br:18][CH2:19][CH2:20][O:8][C:5]1[CH:6]=[CH:7][C:2]([NH2:1])=[C:3]([N+:9]([O-:11])=[O:10])[CH:4]=1. The catalyst class is: 21. (7) Reactant: [C:1]([O:6][CH2:7]Cl)(=[O:5])[CH2:2][CH2:3][CH3:4].[Na+].[I-].O=C(C1C=CC=CC=1)COC(=O)[C@H](O)C[N:18]([CH2:28][C:29]1[CH:34]=[CH:33][C:32]([C:35]2[CH:40]=[CH:39][CH:38]=[C:37]([Cl:41])[CH:36]=2)=[CH:31][CH:30]=1)[NH:19][C:20]([C:22]1[O:26][N:25]=[C:24]([OH:27])[CH:23]=1)=[O:21].CCN([CH2:55][CH3:56])CC.C[C:58]([OH:60])=[O:59].CC(C)=[O:63]. Product: [C:58]([C@H:55]([OH:63])[CH2:56][N:19]([C:20]([C:22]1[O:26][N:25]=[C:24]([O:27][CH2:7][O:6][C:1](=[O:5])[CH2:2][CH2:3][CH3:4])[CH:23]=1)=[O:21])[NH:18][CH2:28][C:29]1[CH:30]=[CH:31][C:32]([C:35]2[CH:40]=[CH:39][CH:38]=[C:37]([Cl:41])[CH:36]=2)=[CH:33][CH:34]=1)([OH:60])=[O:59]. The catalyst class is: 401.